This data is from Reaction yield outcomes from USPTO patents with 853,638 reactions. The task is: Predict the reaction yield, written as a fraction of the theoretical maximum amount of product (1.0 means a 100% yield; for example, 0.34 means a 34% yield). (1) The reactants are [NH2:1][CH2:2][C@@H:3]([C:5]1[CH:16]=[CH:15][C:8]2[O:9][C:10]([CH3:14])([CH3:13])[O:11][CH2:12][C:7]=2[CH:6]=1)[OH:4].[C:17](N1C=CN=C1)(N1C=CN=C1)=[O:18].C(N(CC)CC)C. The catalyst is C(Cl)(Cl)Cl. The product is [CH3:14][C:10]1([CH3:13])[O:9][C:8]2[CH:15]=[CH:16][C:5]([C@H:3]3[O:4][C:17](=[O:18])[NH:1][CH2:2]3)=[CH:6][C:7]=2[CH2:12][O:11]1. The yield is 0.510. (2) The reactants are [Br:1][C:2]1[CH:3]=[CH:4][C:5](Cl)=[N:6][CH:7]=1.O.[NH2:10][NH2:11]. No catalyst specified. The product is [Br:1][C:2]1[CH:3]=[CH:4][C:5]([NH:10][NH2:11])=[N:6][CH:7]=1. The yield is 0.744. (3) The reactants are [CH3:1][C:2]1[O:3][C:4]2[CH:10]=[C:9]([CH:11]=[C:12]3[S:16][C:15](=[S:17])[NH:14][C:13]3=[O:18])[CH:8]=[CH:7][C:5]=2[N:6]=1.[CH:19](N(C(C)C)CC)(C)C.IC. The catalyst is C(O)C. The product is [CH3:1][C:2]1[O:3][C:4]2[CH:10]=[C:9]([CH:11]=[C:12]3[S:16][C:15]([S:17][CH3:19])=[N:14][C:13]3=[O:18])[CH:8]=[CH:7][C:5]=2[N:6]=1. The yield is 0.920. (4) The reactants are [O:1]=[S:2]1(=[O:30])[CH2:7][CH2:6][N:5]([C:8]([C:10]2[NH:11][C:12]3[C:17]([CH:18]=2)=[CH:16][C:15]([C:19]([N:21]2[CH2:26][CH2:25][N:24]([CH:27]([CH3:29])[CH3:28])[CH2:23][CH2:22]2)=[O:20])=[CH:14][CH:13]=3)=[O:9])[CH2:4][CH2:3]1.[C:31]([C:33]1[CH:38]=[CH:37][C:36](B(O)O)=[CH:35][CH:34]=1)#[N:32].N1C=CC=CC=1. The catalyst is ClCCl.C([O-])(=O)C.[Cu+2].C([O-])(=O)C. The product is [O:30]=[S:2]1(=[O:1])[CH2:7][CH2:6][N:5]([C:8]([C:10]2[N:11]([C:36]3[CH:37]=[CH:38][C:33]([C:31]#[N:32])=[CH:34][CH:35]=3)[C:12]3[C:17]([CH:18]=2)=[CH:16][C:15]([C:19]([N:21]2[CH2:22][CH2:23][N:24]([CH:27]([CH3:28])[CH3:29])[CH2:25][CH2:26]2)=[O:20])=[CH:14][CH:13]=3)=[O:9])[CH2:4][CH2:3]1. The yield is 0.110. (5) The reactants are [NH2:1][C:2]1[C:3]2[C:10]([C:11]3[CH:16]=[CH:15][C:14]([CH3:17])=[CH:13][CH:12]=3)=[C:9]([CH:18]=O)[N:8]([CH2:20][CH2:21][CH2:22][O:23][Si](C(C)(C)C)(C)C)[C:4]=2[N:5]=[CH:6][N:7]=1.C1CCN2C(=NCCC2)CC1.[C:42]([CH2:44][C:45]([O:47][C:48]([CH3:51])([CH3:50])[CH3:49])=[O:46])#[N:43]. The catalyst is C1COCC1.C(OCC)(=O)C. The product is [NH2:1][C:2]1[C:3]2[C:10]([C:11]3[CH:12]=[CH:13][C:14]([CH3:17])=[CH:15][CH:16]=3)=[C:9]([CH:18]=[C:44]([C:42]#[N:43])[C:45]([O:47][C:48]([CH3:51])([CH3:50])[CH3:49])=[O:46])[N:8]([CH2:20][CH2:21][CH2:22][OH:23])[C:4]=2[N:5]=[CH:6][N:7]=1. The yield is 0.210. (6) The reactants are [CH3:1][N:2]([CH3:25])[C:3]1[CH:24]=[CH:23][C:6]([C:7]([C:9]2[CH:14]=[CH:13][C:12]([NH:15]C(=O)OC(C)(C)C)=[CH:11][CH:10]=2)=[O:8])=[CH:5][CH:4]=1. The catalyst is FC(F)(F)C(O)=O.ClCCl. The product is [NH2:15][C:12]1[CH:11]=[CH:10][C:9]([C:7]([C:6]2[CH:23]=[CH:24][C:3]([N:2]([CH3:25])[CH3:1])=[CH:4][CH:5]=2)=[O:8])=[CH:14][CH:13]=1. The yield is 0.950.